From a dataset of Peptide-MHC class II binding affinity with 134,281 pairs from IEDB. Regression. Given a peptide amino acid sequence and an MHC pseudo amino acid sequence, predict their binding affinity value. This is MHC class II binding data. (1) The binding affinity (normalized) is 0.452. The MHC is HLA-DQA10201-DQB10301 with pseudo-sequence HLA-DQA10201-DQB10301. The peptide sequence is GRRGAAEVLVVLSEL. (2) The peptide sequence is DVTITAPGDSPNTDG. The MHC is DRB1_0405 with pseudo-sequence DRB1_0405. The binding affinity (normalized) is 0.137. (3) The peptide sequence is DPMVQIPRLVANNTR. The MHC is DRB1_0101 with pseudo-sequence DRB1_0101. The binding affinity (normalized) is 0.540. (4) The peptide sequence is FVQALTTAAASYASV. The MHC is DRB1_0802 with pseudo-sequence DRB1_0802. The binding affinity (normalized) is 0.651. (5) The peptide sequence is TVQKGSDPKKL. The MHC is DRB1_0301 with pseudo-sequence DRB1_0301. The binding affinity (normalized) is 0. (6) The peptide sequence is EITGIMKDLDEPGHL. The MHC is HLA-DQA10401-DQB10402 with pseudo-sequence HLA-DQA10401-DQB10402. The binding affinity (normalized) is 0.167.